This data is from Forward reaction prediction with 1.9M reactions from USPTO patents (1976-2016). The task is: Predict the product of the given reaction. (1) Given the reactants OS(O)(=O)=O.[Cl:6][C:7]1[S:11][C:10]([C:12]([OH:14])=[O:13])=[CH:9][CH:8]=1.[CH2:15](O)[CH3:16], predict the reaction product. The product is: [Cl:6][C:7]1[S:11][C:10]([C:12]([O:14][CH2:15][CH3:16])=[O:13])=[CH:9][CH:8]=1. (2) Given the reactants [H-].[Na+].[OH:3][C:4]1[CH:9]=[CH:8][C:7]([NH:10][C:11]([C:13]2[C:14]([C:19]3[CH:24]=[CH:23][C:22]([C:25]([F:28])([F:27])[F:26])=[CH:21][CH:20]=3)=[CH:15][CH:16]=[CH:17][CH:18]=2)=[O:12])=[CH:6][CH:5]=1.CC1C=CC(S(O[CH2:40][CH2:41][C:42]2[N:43]=[C:44]([NH:47][C:48]([O:50][C:51]([CH3:54])([CH3:53])[CH3:52])=[O:49])[S:45][CH:46]=2)(=O)=O)=CC=1, predict the reaction product. The product is: [F:28][C:25]([F:26])([F:27])[C:22]1[CH:23]=[CH:24][C:19]([C:14]2[CH:15]=[CH:16][CH:17]=[CH:18][C:13]=2[C:11]([NH:10][C:7]2[CH:8]=[CH:9][C:4]([O:3][CH2:40][CH2:41][C:42]3[N:43]=[C:44]([NH:47][C:48](=[O:49])[O:50][C:51]([CH3:54])([CH3:53])[CH3:52])[S:45][CH:46]=3)=[CH:5][CH:6]=2)=[O:12])=[CH:20][CH:21]=1. (3) Given the reactants [CH3:1][N:2]([CH3:25])[CH2:3][CH2:4][CH2:5][C:6]([C:15]1[CH:22]=[CH:21][C:18]([C:19]#[N:20])=[CH:17][C:16]=1[CH2:23]O)([C:8]1[CH:13]=[CH:12][C:11]([F:14])=[CH:10][CH:9]=1)[OH:7].C([O-])([O-])=O.[K+].[K+].ClC1C=CC(Cl)=CC=1[N+]([O-])=O.O.O.[C:45]([OH:50])(=[O:49])[C:46]([OH:48])=[O:47], predict the reaction product. The product is: [CH3:25][N:2]([CH2:3][CH2:4][CH2:5][C@@:6]1([C:8]2[CH:9]=[CH:10][C:11]([F:14])=[CH:12][CH:13]=2)[O:7][CH2:23][C:16]2[CH:17]=[C:18]([C:19]#[N:20])[CH:21]=[CH:22][C:15]1=2)[CH3:1].[C:46]([OH:48])([C:45]([OH:50])=[O:49])=[O:47]. (4) Given the reactants Cl.[CH3:2][O:3][CH2:4][C:5]1[O:9][C:8]([CH2:10][N:11]2[C:16]3[CH:17]=[C:18]([C:20]4[CH:25]=[CH:24][CH:23]=[CH:22][CH:21]=4)[S:19][C:15]=3[C:14](=[O:26])[N:13]([CH:27]3[CH2:32][CH2:31][NH:30][CH2:29][CH2:28]3)[C:12]2=[O:33])=[N:7][N:6]=1.[CH2:34]([O:36][C:37]1[C:46]([O:47][CH3:48])=[CH:45][C:44]2[C:43]([C:49]3[CH:57]=[CH:56][C:52]([C:53](O)=[O:54])=[CH:51][CH:50]=3)=[N:42][C@@H:41]3[CH2:58][CH2:59][S:60][CH2:61][C@@H:40]3[C:39]=2[CH:38]=1)[CH3:35].CN(C(ON1N=NC2C=CC=CC1=2)=[N+](C)C)C.F[P-](F)(F)(F)(F)F.CCN(C(C)C)C(C)C, predict the reaction product. The product is: [CH2:34]([O:36][C:37]1[C:46]([O:47][CH3:48])=[CH:45][C:44]2[C:43]([C:49]3[CH:50]=[CH:51][C:52]([C:53]([N:30]4[CH2:31][CH2:32][CH:27]([N:13]5[C:14](=[O:26])[C:15]6[S:19][C:18]([C:20]7[CH:25]=[CH:24][CH:23]=[CH:22][CH:21]=7)=[CH:17][C:16]=6[N:11]([CH2:10][C:8]6[O:9][C:5]([CH2:4][O:3][CH3:2])=[N:6][N:7]=6)[C:12]5=[O:33])[CH2:28][CH2:29]4)=[O:54])=[CH:56][CH:57]=3)=[N:42][C@@H:41]3[CH2:58][CH2:59][S:60][CH2:61][C@@H:40]3[C:39]=2[CH:38]=1)[CH3:35]. (5) Given the reactants C1(P(C2CCCCC2)C2C=CC=CC=2C2C(C(C)C)=CC(C(C)C)=CC=2C(C)C)CCCCC1.Cl[C:36]1[N:37]=[C:38]([NH:52][C@@H:53]([CH:55]2[CH2:58][CH2:57][CH2:56]2)[CH3:54])[C:39]2[NH:44][C:43]([C:45]3[CH:50]=[CH:49][CH:48]=[C:47]([CH3:51])[CH:46]=3)=[CH:42][C:40]=2[N:41]=1.[CH3:59][N:60](C)C(=O)C, predict the reaction product. The product is: [CH:55]1([C@H:53]([NH:52][C:38]2[C:39]3[NH:44][C:43]([C:45]4[CH:50]=[CH:49][CH:48]=[C:47]([CH3:51])[CH:46]=4)=[CH:42][C:40]=3[N:41]=[C:36]([C:59]#[N:60])[N:37]=2)[CH3:54])[CH2:58][CH2:57][CH2:56]1. (6) Given the reactants [CH:1]1([N:14]2[CH2:19][CH2:18][C:17](=O)[CH2:16][CH2:15]2)[C:12]2=[C:13]3[C:8](=[CH:9][CH:10]=[CH:11]2)[CH2:7][CH2:6][CH2:5][CH:4]3[CH2:3][CH2:2]1.[NH2:21][C:22]1[CH:27]=[CH:26][CH:25]=[CH:24][CH:23]=1.C[Si]([C:32]#[N:33])(C)C.N, predict the reaction product. The product is: [CH:1]1([N:14]2[CH2:19][CH2:18][C:17]([NH:21][C:22]3[CH:27]=[CH:26][CH:25]=[CH:24][CH:23]=3)([C:32]#[N:33])[CH2:16][CH2:15]2)[C:12]2=[C:13]3[C:8](=[CH:9][CH:10]=[CH:11]2)[CH2:7][CH2:6][CH2:5][CH:4]3[CH2:3][CH2:2]1.